From a dataset of Reaction yield outcomes from USPTO patents with 853,638 reactions. Predict the reaction yield, written as a fraction of the theoretical maximum amount of product (1.0 means a 100% yield; for example, 0.34 means a 34% yield). (1) The reactants are [NH2:1][C:2]1[C:10]2[C:9]([C:11]3[CH:16]=[CH:15][CH:14]=[C:13]([NH2:17])[CH:12]=3)=[N:8][C:7]([NH:18][CH:19]3[CH2:21][CH2:20]3)=[N:6][C:5]=2[S:4][C:3]=1[C:22]([NH2:24])=[O:23].[Cl:25][C:26]1[CH:31]=[CH:30][C:29]([N:32]=[C:33]=[O:34])=[CH:28][C:27]=1[C:35]([F:38])([F:37])[F:36]. The yield is 0.385. The catalyst is C1COCC1. The product is [NH2:1][C:2]1[C:10]2[C:9]([C:11]3[CH:16]=[CH:15][CH:14]=[C:13]([NH:17][C:33]([NH:32][C:29]4[CH:30]=[CH:31][C:26]([Cl:25])=[C:27]([C:35]([F:37])([F:36])[F:38])[CH:28]=4)=[O:34])[CH:12]=3)=[N:8][C:7]([NH:18][CH:19]3[CH2:20][CH2:21]3)=[N:6][C:5]=2[S:4][C:3]=1[C:22]([NH2:24])=[O:23]. (2) The reactants are [Cl:1][C:2]1[N:7]=[C:6]([C:8]2[CH:13]=[CH:12][C:11]([NH:14][S:15]([CH3:18])(=[O:17])=[O:16])=[CH:10][CH:9]=2)[CH:5]=[CH:4][N:3]=1.C(=O)([O-])[O-].[K+].[K+].Br[CH2:26][C:27]#[N:28]. The catalyst is CC(C)=O. The product is [Cl:1][C:2]1[N:7]=[C:6]([C:8]2[CH:9]=[CH:10][C:11]([N:14]([CH2:26][C:27]#[N:28])[S:15]([CH3:18])(=[O:16])=[O:17])=[CH:12][CH:13]=2)[CH:5]=[CH:4][N:3]=1. The yield is 0.890.